From a dataset of Forward reaction prediction with 1.9M reactions from USPTO patents (1976-2016). Predict the product of the given reaction. (1) Given the reactants [C:1]1(=[O:7])[O:6][C:4](=[O:5])[CH2:3][CH2:2]1.[F:8][C:9]([F:20])([F:19])[O:10][C:11]1[CH:16]=[CH:15][C:14]([Mg]Br)=[CH:13][CH:12]=1.Cl, predict the reaction product. The product is: [O:5]=[C:4]([C:14]1[CH:13]=[CH:12][C:11]([O:10][C:9]([F:8])([F:19])[F:20])=[CH:16][CH:15]=1)[CH2:3][CH2:2][C:1]([OH:6])=[O:7]. (2) Given the reactants [C:1]1([CH3:11])[CH:6]=[CH:5][C:4]([S:7](Cl)(=[O:9])=[O:8])=[CH:3][CH:2]=1.[I:12][C:13]1[CH:14]=[CH:15][C:16]([NH2:19])=[N:17][CH:18]=1.CO, predict the reaction product. The product is: [I:12][C:13]1[CH:14]=[CH:15][C:16]([NH:19][S:7]([C:4]2[CH:5]=[CH:6][C:1]([CH3:11])=[CH:2][CH:3]=2)(=[O:9])=[O:8])=[N:17][CH:18]=1.